Dataset: Forward reaction prediction with 1.9M reactions from USPTO patents (1976-2016). Task: Predict the product of the given reaction. (1) The product is: [NH2:11][C:12]1[C:13]2[C:20]([C:21]([C:23]3[CH:28]=[CH:27][CH:26]=[C:25]([NH:29][CH2:4][C:3]4[CH:6]=[C:7]([F:10])[CH:8]=[CH:9][C:2]=4[F:1])[CH:24]=3)=[O:22])=[CH:19][N:18]([CH:30]3[CH2:31][CH2:32][CH2:33][CH2:34]3)[C:14]=2[N:15]=[CH:16][N:17]=1. Given the reactants [F:1][C:2]1[CH:9]=[CH:8][C:7]([F:10])=[CH:6][C:3]=1[CH:4]=O.[NH2:11][C:12]1[C:13]2[C:20]([C:21]([C:23]3[CH:28]=[CH:27][CH:26]=[C:25]([NH2:29])[CH:24]=3)=[O:22])=[CH:19][N:18]([CH:30]3[CH2:34][CH2:33][CH2:32][CH2:31]3)[C:14]=2[N:15]=[CH:16][N:17]=1.CC(O)=O.[BH3-]C#N.[Na+], predict the reaction product. (2) Given the reactants [C:1]([N:9]=[C:10]1[N:14]([CH2:15][C:16]([O:18]CC)=[O:17])[C:13]2[CH:21]=[CH:22][CH:23]=[CH:24][C:12]=2[S:11]1)(=[O:8])[C:2]1[CH:7]=[CH:6][CH:5]=[CH:4][CH:3]=1.[OH-].[Na+], predict the reaction product. The product is: [C:1]([N:9]=[C:10]1[N:14]([CH2:15][C:16]([OH:18])=[O:17])[C:13]2[CH:21]=[CH:22][CH:23]=[CH:24][C:12]=2[S:11]1)(=[O:8])[C:2]1[CH:3]=[CH:4][CH:5]=[CH:6][CH:7]=1.